From a dataset of Choline transporter screen with 302,306 compounds. Binary Classification. Given a drug SMILES string, predict its activity (active/inactive) in a high-throughput screening assay against a specified biological target. (1) The molecule is S(CC(=O)C1(OC(=O)C(C1)CCC)C)c1nc([nH]n1)c1ccccc1. The result is 0 (inactive). (2) The compound is S(Cc1nc(oc1C)c1ccc(SC)cc1)CC(=O)NCCOC. The result is 0 (inactive).